This data is from Catalyst prediction with 721,799 reactions and 888 catalyst types from USPTO. The task is: Predict which catalyst facilitates the given reaction. (1) Reactant: Br[C:2]1[N:7]=[C:6]([C:8]([OH:10])=[O:9])[CH:5]=[CH:4][C:3]=1[F:11].[F:12][C:13]1[CH:18]=[CH:17][C:16]([O:19][CH3:20])=[CH:15][C:14]=1B(O)O. Product: [F:11][C:3]1[CH:4]=[CH:5][C:6]([C:8]([OH:10])=[O:9])=[N:7][C:2]=1[C:14]1[CH:15]=[C:16]([O:19][CH3:20])[CH:17]=[CH:18][C:13]=1[F:12]. The catalyst class is: 462. (2) Reactant: Cl.[C:2]([O:5][C@H:6]1[C@H:11]([NH2:12])[C@@H:10]([O:13][C:14](=[O:16])[CH3:15])[C@H:9]([O:17][C:18](=[O:20])[CH3:19])[C@@H:8]([CH2:21][O:22][C:23](=[O:25])[CH3:24])[O:7]1)(=[O:4])[CH3:3].Cl.CN(C)CCCN=C=NCC.[C:38]1([CH2:44][C:45](O)=[O:46])[CH:43]=[CH:42][CH:41]=[CH:40][CH:39]=1. Product: [C:2]([O:5][C@H:6]1[C@H:11]([NH:12][C:45](=[O:46])[CH2:44][C:38]2[CH:43]=[CH:42][CH:41]=[CH:40][CH:39]=2)[C@@H:10]([O:13][C:14](=[O:16])[CH3:15])[C@H:9]([O:17][C:18](=[O:20])[CH3:19])[C@@H:8]([CH2:21][O:22][C:23](=[O:25])[CH3:24])[O:7]1)(=[O:4])[CH3:3]. The catalyst class is: 172. (3) Reactant: [FH:1].[O:2]1[C:4]2([CH2:8][CH2:7][CH2:6][CH2:5]2)[CH:3]1[C:9]#[N:10].C(=O)([O-])[O-].[Na+].[Na+]. Product: [F:1][C:4]1([CH:3]([OH:2])[C:9]#[N:10])[CH2:8][CH2:7][CH2:6][CH2:5]1. The catalyst class is: 529. (4) Reactant: [Li+].[OH-].[C:3]([O:7][C:8]([N:10]1[CH2:14][C@H:13]([F:15])[CH2:12][C@H:11]1[C:16]([NH:18][CH2:19][C:20]1[CH:25]=[C:24]([C:26]2[CH:31]=[CH:30][C:29]([C:32]([F:35])([F:34])[F:33])=[CH:28][CH:27]=2)[N:23]=[CH:22][C:21]=1[C:36]([O:38]C)=[O:37])=[O:17])=[O:9])([CH3:6])([CH3:5])[CH3:4]. Product: [C:3]([O:7][C:8]([N:10]1[CH2:14][C@H:13]([F:15])[CH2:12][C@H:11]1[C:16]([NH:18][CH2:19][C:20]1[CH:25]=[C:24]([C:26]2[CH:27]=[CH:28][C:29]([C:32]([F:34])([F:35])[F:33])=[CH:30][CH:31]=2)[N:23]=[CH:22][C:21]=1[C:36]([OH:38])=[O:37])=[O:17])=[O:9])([CH3:6])([CH3:4])[CH3:5]. The catalyst class is: 132. (5) Reactant: [CH:1]1([NH:7][CH:8]2[CH2:13][CH2:12][CH2:11][CH2:10][CH2:9]2)[CH2:6][CH2:5][CH2:4][CH2:3][CH2:2]1.[C:14]([CH2:17][C:18]1([CH3:43])[CH2:27][CH2:26][C:25]2[C:20](=[C:21]([CH3:42])[C:22]([CH3:41])=[C:23]([S:29]([NH:32][C:33](=[NH:40])[C:34]3[CH:39]=[CH:38][CH:37]=[CH:36][CH:35]=3)(=[O:31])=[O:30])[C:24]=2[CH3:28])[O:19]1)([OH:16])=[O:15].C(OC(C)C)(C)C. Product: [CH:8]1([NH:7][CH:1]2[CH2:2][CH2:3][CH2:4][CH2:5][CH2:6]2)[CH2:9][CH2:10][CH2:11][CH2:12][CH2:13]1.[C:14]([CH2:17][C:18]1([CH3:43])[CH2:27][CH2:26][C:25]2[C:20](=[C:21]([CH3:42])[C:22]([CH3:41])=[C:23]([S:29]([NH:32][C:33](=[NH:40])[C:34]3[CH:35]=[CH:36][CH:37]=[CH:38][CH:39]=3)(=[O:30])=[O:31])[C:24]=2[CH3:28])[O:19]1)([OH:16])=[O:15]. The catalyst class is: 25. (6) Reactant: [CH3:1][O:2][C:3](=[O:41])[CH:4]([C:9]1[CH:10]=[C:11]([C:30]2[CH:35]=[C:34]([F:36])[CH:33]=[C:32]([C:37]([F:40])([F:39])[F:38])[CH:31]=2)[CH:12]=[C:13]([NH:15][C:16]2[CH:21]=[C:20]([C:22]([F:25])([F:24])[F:23])[CH:19]=[C:18]([C:26]([F:29])([F:28])[F:27])[CH:17]=2)[CH:14]=1)[CH2:5][CH:6]([CH3:8])[CH3:7].[CH3:42]C(C)([O-])C.[K+].CI.O1CCOCC1. Product: [CH3:1][O:2][C:3](=[O:41])[CH:4]([C:9]1[CH:10]=[C:11]([C:30]2[CH:35]=[C:34]([F:36])[CH:33]=[C:32]([C:37]([F:38])([F:39])[F:40])[CH:31]=2)[CH:12]=[C:13]([N:15]([C:16]2[CH:17]=[C:18]([C:26]([F:29])([F:27])[F:28])[CH:19]=[C:20]([C:22]([F:24])([F:25])[F:23])[CH:21]=2)[CH3:42])[CH:14]=1)[CH2:5][CH:6]([CH3:8])[CH3:7]. The catalyst class is: 60. (7) Reactant: [CH3:1][C:2]1[O:3][C:4]2[C:9]([C:10](=[O:12])[CH:11]=1)=[CH:8][CH:7]=[CH:6][C:5]=2[CH:13]=O.[O:15]=[C:16]([CH3:26])[CH2:17][C:18]([O:20][CH2:21][CH:22]1[CH2:25][CH2:24][CH2:23]1)=[O:19].C(O)(=O)C.N1CCCCC1. Product: [CH3:1][C:2]1[O:3][C:4]2[C:9]([C:10](=[O:12])[CH:11]=1)=[CH:8][CH:7]=[CH:6][C:5]=2[CH:13]=[C:17]([C:16](=[O:15])[CH3:26])[C:18]([O:20][CH2:21][CH:22]1[CH2:25][CH2:24][CH2:23]1)=[O:19]. The catalyst class is: 4. (8) Reactant: SC[C:3]1[CH:4]=[C:5]([CH:9]=[CH:10][CH:11]=1)[C:6]([OH:8])=[O:7].C(OC(C)(C)C)(=O)C=C.C1CCN2C(=NCCC2)CC1. Product: [C:6]([OH:8])(=[O:7])[C:5]1[CH:9]=[CH:10][CH:11]=[CH:3][CH:4]=1. The catalyst class is: 10. (9) Reactant: CC1N=CC=CC=1C(N)=O.[C:11]([C:15]1[N:20]=[CH:19][C:18]([CH:21]([NH2:23])[CH3:22])=[C:17]([CH3:24])[CH:16]=1)([CH3:14])([CH3:13])[CH3:12].[C:25]([C:27]1[C:32]2[N:33]([CH2:36][C:37](O)=[O:38])[CH:34]=[N:35][C:31]=2[CH:30]=[CH:29][CH:28]=1)#[N:26].CN(C(ON1N=NC2C=CC=NC1=2)=[N+](C)C)C.F[P-](F)(F)(F)(F)F.CCN(C(C)C)C(C)C. Product: [C:11]([C:15]1[N:20]=[CH:19][C:18]([CH:21]([NH:23][C:37](=[O:38])[CH2:36][N:33]2[C:32]3[C:27]([C:25]#[N:26])=[CH:28][CH:29]=[CH:30][C:31]=3[N:35]=[CH:34]2)[CH3:22])=[C:17]([CH3:24])[CH:16]=1)([CH3:13])([CH3:14])[CH3:12]. The catalyst class is: 6. (10) Reactant: [Cl:1][C:2]1[CH:3]=[C:4]2[C:13](=[C:14]3[C:19]=1[CH:18]=[CH:17][CH:16]=[N:15]3)[NH:12][S:11](=[O:21])(=[O:20])[C:10]1[C:5]2=[CH:6][C:7](F)=[CH:8][CH:9]=1.[CH3:23][N:24]([CH3:28])[CH2:25][CH2:26][OH:27].[H-].[Na+]. Product: [Cl:1][C:2]1[CH:3]=[C:4]2[C:13](=[C:14]3[C:19]=1[CH:18]=[CH:17][CH:16]=[N:15]3)[NH:12][S:11](=[O:21])(=[O:20])[C:10]1[C:5]2=[CH:6][C:7]([O:27][CH2:26][CH2:25][N:24]([CH3:28])[CH3:23])=[CH:8][CH:9]=1. The catalyst class is: 37.